From a dataset of Full USPTO retrosynthesis dataset with 1.9M reactions from patents (1976-2016). Predict the reactants needed to synthesize the given product. (1) Given the product [CH3:12][C:8]1[CH:7]=[C:6]([N:13]2[CH2:17][CH2:16][CH2:15][CH2:14]2)[C:5]2[C:10](=[CH:11][C:2]([NH:22][S:19]([CH3:18])(=[O:21])=[O:20])=[CH:3][CH:4]=2)[N:9]=1, predict the reactants needed to synthesize it. The reactants are: I[C:2]1[CH:11]=[C:10]2[C:5]([C:6]([N:13]3[CH2:17][CH2:16][CH2:15][CH2:14]3)=[CH:7][C:8]([CH3:12])=[N:9]2)=[CH:4][CH:3]=1.[CH3:18][S:19]([NH2:22])(=[O:21])=[O:20].C(=O)([O-])[O-].[Cs+].[Cs+]. (2) The reactants are: [C:1]([O:5][C:6](=[O:29])[NH:7][C:8]([C:10]1[S:11][C:12]([S:27][CH3:28])=[C:13]([S:15]([C:18]2[CH:23]=[CH:22][CH:21]=[C:20](B(O)O)[CH:19]=2)(=[O:17])=[O:16])[CH:14]=1)=[NH:9])([CH3:4])([CH3:3])[CH3:2].I[C:31]1[C:39]2[N:38]=[CH:37][N:36]([CH2:40][O:41][CH2:42][CH2:43][Si:44]([CH3:47])([CH3:46])[CH3:45])[C:35]=2[CH:34]=[CH:33][C:32]=1[CH3:48].C([O-])([O-])=O.[Na+].[Na+].C1(C)C=CC=CC=1.O. Given the product [C:1]([O:5][C:6](=[O:29])[NH:7][C:8](=[NH:9])[C:10]1[S:11][C:12]([S:27][CH3:28])=[C:13]([S:15]([C:18]2[CH:23]=[CH:22][CH:21]=[C:20]([C:31]3[C:39]4[N:38]=[CH:37][N:36]([CH2:40][O:41][CH2:42][CH2:43][Si:44]([CH3:47])([CH3:46])[CH3:45])[C:35]=4[CH:34]=[CH:33][C:32]=3[CH3:48])[CH:19]=2)(=[O:17])=[O:16])[CH:14]=1)([CH3:4])([CH3:3])[CH3:2], predict the reactants needed to synthesize it. (3) Given the product [ClH:40].[F:33][C:10]1[C:11]([CH2:23][NH:24][CH3:25])=[CH:12][N:13]([S:14]([C:17]2[CH:18]=[CH:19][CH:20]=[CH:21][CH:22]=2)(=[O:16])=[O:15])[C:9]=1[C:8]1[C:3]([C:1]#[N:2])=[N:4][CH:5]=[CH:6][CH:7]=1, predict the reactants needed to synthesize it. The reactants are: [C:1]([C:3]1[C:8]([C:9]2[N:13]([S:14]([C:17]3[CH:22]=[CH:21][CH:20]=[CH:19][CH:18]=3)(=[O:16])=[O:15])[CH:12]=[C:11]([CH2:23][N:24](C)[C:25](=O)OC(C)(C)C)[C:10]=2[F:33])=[CH:7][CH:6]=[CH:5][N:4]=1)#[N:2].C(OCC)(=O)C.[ClH:40]. (4) Given the product [C:1]([Si:5]([C:11]1[CH:12]=[CH:13][CH:14]=[CH:15][CH:16]=1)([C:17]1[CH:22]=[CH:21][CH:20]=[CH:19][CH:18]=1)[O:6][CH:7]1[CH2:8][N:9]([S:23]([NH2:26])(=[O:25])=[O:24])[CH2:10]1)([CH3:4])([CH3:2])[CH3:3], predict the reactants needed to synthesize it. The reactants are: [C:1]([Si:5]([C:17]1[CH:22]=[CH:21][CH:20]=[CH:19][CH:18]=1)([C:11]1[CH:16]=[CH:15][CH:14]=[CH:13][CH:12]=1)[O:6][CH:7]1[CH2:10][NH:9][CH2:8]1)([CH3:4])([CH3:3])[CH3:2].[S:23](N)([NH2:26])(=[O:25])=[O:24].